From a dataset of Reaction yield outcomes from USPTO patents with 853,638 reactions. Predict the reaction yield, written as a fraction of the theoretical maximum amount of product (1.0 means a 100% yield; for example, 0.34 means a 34% yield). (1) The reactants are [F:1][C:2]([F:20])([F:19])[CH2:3][C:4]1[NH:5][C:6]2[C:11]([CH:12]=1)=[C:10]([C:13]([F:16])([F:15])[F:14])[C:9]([C:17]#[N:18])=[CH:8][CH:7]=2.C([O-])([O-])=O.[Cs+].[Cs+].[F:27][C:28]([F:47])([F:46])[C:29]1[CH:30]=[C:31]([C:39]2[O:43][N:42]=[C:41]([CH2:44]Cl)[N:40]=2)[CH:32]=[C:33]([C:35]([F:38])([F:37])[F:36])[CH:34]=1.CC#N. The catalyst is CCOC(C)=O. The product is [F:47][C:28]([F:27])([F:46])[C:29]1[CH:30]=[C:31]([C:39]2[O:43][N:42]=[C:41]([CH2:44][N:5]3[C:6]4[C:11](=[C:10]([C:13]([F:16])([F:15])[F:14])[C:9]([C:17]#[N:18])=[CH:8][CH:7]=4)[CH:12]=[C:4]3[CH2:3][C:2]([F:1])([F:19])[F:20])[N:40]=2)[CH:32]=[C:33]([C:35]([F:37])([F:36])[F:38])[CH:34]=1. The yield is 0.190. (2) The reactants are [Cl:1][C:2]1[O:11][C:5]2=[C:6]([OH:10])[N:7]=[CH:8][CH:9]=[C:4]2[CH:3]=1.C1C(=O)N([Br:19])C(=O)C1. The catalyst is CN(C=O)C. The product is [Br:19][C:9]1[CH:8]=[N:7][C:6]([OH:10])=[C:5]2[O:11][C:2]([Cl:1])=[CH:3][C:4]=12. The yield is 0.870. (3) The reactants are C[Si]([C:5]#[C:6][C:7]1[CH:16]=[CH:15][C:10]([C:11]([O:13][CH3:14])=[O:12])=[CH:9][CH:8]=1)(C)C.CCCC[N+](CCCC)(CCCC)CCCC.[F-]. The catalyst is C1COCC1. The product is [C:6]([C:7]1[CH:16]=[CH:15][C:10]([C:11]([O:13][CH3:14])=[O:12])=[CH:9][CH:8]=1)#[CH:5]. The yield is 0.760. (4) The reactants are Cl.[NH2:2][C@@H:3]([C:9]1[CH:14]=[CH:13][C:12]([O:15][CH:16]([F:18])[F:17])=[CH:11][CH:10]=1)[CH2:4][C:5]([O:7][CH3:8])=[O:6].[CH3:19][C:20]([O:23][C:24](O[C:24]([O:23][C:20]([CH3:22])([CH3:21])[CH3:19])=[O:25])=[O:25])([CH3:22])[CH3:21]. The catalyst is C(Cl)Cl. The product is [C:20]([O:23][C:24]([NH:2][C@@H:3]([C:9]1[CH:14]=[CH:13][C:12]([O:15][CH:16]([F:17])[F:18])=[CH:11][CH:10]=1)[CH2:4][C:5]([O:7][CH3:8])=[O:6])=[O:25])([CH3:22])([CH3:21])[CH3:19]. The yield is 1.00. (5) The reactants are [Br:1][C:2]1[CH:3]=[CH:4][CH:5]=[C:6]2[C:11]=1[N:10]=[C:9]([Cl:12])[N:8]=[C:7]2Cl.[NH:14]1[CH2:19][CH2:18][O:17][CH2:16][CH2:15]1. The catalyst is C(Cl)Cl. The product is [Br:1][C:2]1[CH:3]=[CH:4][CH:5]=[C:6]2[C:11]=1[N:10]=[C:9]([Cl:12])[N:8]=[C:7]2[N:14]1[CH2:19][CH2:18][O:17][CH2:16][CH2:15]1. The yield is 0.390. (6) The product is [NH2:21][CH2:20][CH:17]1[CH2:16][CH2:15][CH:14]([N:13]([CH:11]([CH3:8])[CH3:29])[CH:6]=[O:1])[CH2:19][CH2:18]1. No catalyst specified. The yield is 1.00. The reactants are [O:1]1[CH2:6]COCC1.Cl.[CH:8]([C:11]([NH:13][CH:14]1[CH2:19][CH2:18][CH:17]([CH2:20][NH:21]C(=O)OC(C)(C)C)[CH2:16][CH2:15]1)=O)(C)C.[CH3:29]COCC. (7) The reactants are [C:1](=O)([O-])[O-].[K+].[K+].CI.[Br:9][C:10]1[S:14][C:13]([NH:15][C:16](=[O:18])[CH3:17])=[N:12][CH:11]=1.O. The catalyst is CC(C)=O. The product is [Br:9][C:10]1[S:14][C:13]([N:15]([CH3:1])[C:16](=[O:18])[CH3:17])=[N:12][CH:11]=1. The yield is 0.360. (8) The reactants are [C:1]([C:3]1[CH:8]=[CH:7][CH:6]=[CH:5][C:4]=1[C:9]1[CH:14]=[CH:13][C:12]([CH2:15][CH:16]([C:22](=O)[CH2:23][CH2:24][CH3:25])[C:17](OCC)=[O:18])=[CH:11][CH:10]=1)#[N:2].[CH3:27][O:28][CH2:29][C:30]1[NH:31][C:32]([NH:35][CH:36]([CH3:39])[CH2:37][CH3:38])=[N:33][N:34]=1. No catalyst specified. The product is [CH3:27][O:28][CH2:29][C:30]1[N:31]=[C:32]2[N:35]([CH:36]([CH3:39])[CH2:37][CH3:38])[C:17](=[O:18])[C:16]([CH2:15][C:12]3[CH:13]=[CH:14][C:9]([C:4]4[C:3]([C:1]#[N:2])=[CH:8][CH:7]=[CH:6][CH:5]=4)=[CH:10][CH:11]=3)=[C:22]([CH2:23][CH2:24][CH3:25])[N:33]2[N:34]=1. The yield is 0.410. (9) The reactants are [N+]([O-])([O-])=O.[Ce+4].[NH4+].[N+]([O-])([O-])=O.[N+]([O-])([O-])=O.[N+]([O-])([O-])=O.[N+]([O-])([O-])=O.[CH2:23]([C:30]1[N:31]([CH2:51][C:52]2[CH:57]=[CH:56][C:55]([C:58]3[CH:63]=[CH:62][CH:61]=[CH:60][CH:59]=3)=[CH:54][CH:53]=2)[N:32]=[C:33]2[C:38]=1[C:37](=[O:39])[N:36]([CH3:40])[C:35](=[O:41])[N:34]2CC1C=CC(OC)=CC=1)[C:24]1[CH:29]=[CH:28][CH:27]=[CH:26][CH:25]=1.O=[N+]([O-])[O-].[O-][N+](=O)[O-].[O-][N+](=O)[O-].[O-][N+](=O)[O-].[O-][N+](=O)[O-].[O-][N+](=O)[O-].[Ce+4].[NH4+].[NH4+]. The catalyst is O.C1COCC1. The product is [CH2:23]([C:30]1[N:31]([CH2:51][C:52]2[CH:53]=[CH:54][C:55]([C:58]3[CH:63]=[CH:62][CH:61]=[CH:60][CH:59]=3)=[CH:56][CH:57]=2)[N:32]=[C:33]2[C:38]=1[C:37](=[O:39])[N:36]([CH3:40])[C:35](=[O:41])[NH:34]2)[C:24]1[CH:25]=[CH:26][CH:27]=[CH:28][CH:29]=1. The yield is 0.369. (10) The reactants are ClC1C=[CH:5][S:4][C:3]=1C(OC)=O.[CH3:11][NH:12][C:13]1[S:14][C:15]([C:18]2[CH:19]=[N:20][CH:21]=[CH:22][CH:23]=2)=[N:16][N:17]=1.C(OCC)(=[O:26])C.C(N(CC)CC)C. The catalyst is CN(C)C1C=CN=CC=1.ClC(Cl)C.CCCCCC. The product is [CH3:11][N:12]([C:13]1[S:14][C:15]([C:18]2[CH:19]=[N:20][CH:21]=[CH:22][CH:23]=2)=[N:16][N:17]=1)[C:5](=[O:26])[S:4][CH3:3]. The yield is 0.830.